This data is from Experimentally validated miRNA-target interactions with 360,000+ pairs, plus equal number of negative samples. The task is: Binary Classification. Given a miRNA mature sequence and a target amino acid sequence, predict their likelihood of interaction. The miRNA is hsa-miR-30c-5p with sequence UGUAAACAUCCUACACUCUCAGC. Result: 1 (interaction). The protein sequence of the target gene is MTAPGAAGRCPPTTWLGSLLLLVCLLASRSITEEVSEYCSHMIGSGHLQSLQRLIDSQMETSCQITFEFVDQEQLKDPVCYLKKAFLLVQDIMEDTMRFRDNTPNAIAIVQLQELSLRLKSCFTKDYEEHDKACVRTFYETPLQLLEKVKNVFNETKNLLDKDWNIFSKNCNNSFAECSSQDVVTKPDCNCLYPKAIPSSDPASVSPHQPLAPSMAPVAGLTWEDSEGTEGSSLLPGEQPLHTVDPGSAKQRPPRSTCQSFEPPETPVVKDSTIGGSPQPRPSVGAFNPGMEDILDSAMG....